Dataset: Forward reaction prediction with 1.9M reactions from USPTO patents (1976-2016). Task: Predict the product of the given reaction. (1) Given the reactants [Cl:1][C:2]1[CH:3]=[CH:4][C:5]([OH:27])=[C:6]2[C:11]=1[NH:10][C:9](=[O:12])[C:8]([CH2:13][C:14]1[CH:19]=[CH:18][C:17]([C:20](=[O:25])[C:21]([CH3:24])([CH3:23])[CH3:22])=[CH:16][CH:15]=1)=[C:7]2[CH3:26].[CH3:28][O:29][C:30](=[O:33])[CH2:31]Br, predict the reaction product. The product is: [CH3:28][O:29][C:30](=[O:33])[CH2:31][O:27][C:5]1[CH:4]=[CH:3][C:2]([Cl:1])=[C:11]2[C:6]=1[C:7]([CH3:26])=[C:8]([CH2:13][C:14]1[CH:19]=[CH:18][C:17]([C:20](=[O:25])[C:21]([CH3:23])([CH3:22])[CH3:24])=[CH:16][CH:15]=1)[C:9](=[O:12])[NH:10]2. (2) Given the reactants Cl[C:2]([C:4]1[CH:13]=[CH:12][C:7]([C:8]([O:10][CH3:11])=[O:9])=[CH:6][CH:5]=1)=[O:3].[C:14]([C:18]1[CH:23]=[CH:22][C:21]([C:24]2NN=[N:26][N:25]=2)=[CH:20][CH:19]=1)([CH3:17])([CH3:16])[CH3:15].N1C=CC=CC=1, predict the reaction product. The product is: [C:14]([C:18]1[CH:23]=[CH:22][C:21]([C:24]2[O:3][C:2]([C:4]3[CH:13]=[CH:12][C:7]([C:8]([O:10][CH3:11])=[O:9])=[CH:6][CH:5]=3)=[N:26][N:25]=2)=[CH:20][CH:19]=1)([CH3:17])([CH3:15])[CH3:16]. (3) Given the reactants [Br:1][C:2]1[CH:3]=[C:4]([C:8]([OH:10])=[O:9])[O:5][C:6]=1[Br:7].[C:11]1([CH3:17])[CH:16]=CC=C[CH:12]=1, predict the reaction product. The product is: [Br:1][C:2]1[CH:3]=[C:4]([C:8]([O:10][C:11]([CH3:17])([CH3:16])[CH3:12])=[O:9])[O:5][C:6]=1[Br:7]. (4) Given the reactants [N:1]1[CH:6]=[CH:5][CH:4]=[CH:3][C:2]=1[CH:7]=O.[N:9]1([C:15]([O:17][C:18]([CH3:21])([CH3:20])[CH3:19])=[O:16])[CH2:14][CH2:13][NH:12][CH2:11][CH2:10]1.[NH:22]1[C:26]2[CH:27]=[CH:28][CH:29]=[CH:30][C:25]=2[N:24]=[N:23]1, predict the reaction product. The product is: [N:22]1([CH:7]([C:2]2[CH:3]=[CH:4][CH:5]=[CH:6][N:1]=2)[N:12]2[CH2:13][CH2:14][N:9]([C:15]([O:17][C:18]([CH3:21])([CH3:20])[CH3:19])=[O:16])[CH2:10][CH2:11]2)[C:26]2[CH:27]=[CH:28][CH:29]=[CH:30][C:25]=2[N:24]=[N:23]1. (5) Given the reactants Cl.[CH3:2][O:3][NH2:4].[NH2:5][C@@H:6]1[C:13](=[O:14])[N:12]2[C@@H:7]1[S:8][CH2:9][C:10]([CH:18]=O)=[C:11]2[C:15]([OH:17])=[O:16], predict the reaction product. The product is: [NH2:5][CH:6]1[C:13](=[O:14])[N:12]2[C:11]([C:15]([OH:17])=[O:16])=[C:10]([CH:18]=[N:4][O:3][CH3:2])[CH2:9][S:8][C@H:7]12. (6) Given the reactants [O:1]=[C:2]1[NH:6][C@H:5]([C:7]([O:9][CH3:10])=[O:8])[CH2:4][CH2:3]1.[C:11](O[C:11]([O:13][C:14]([CH3:17])([CH3:16])[CH3:15])=[O:12])([O:13][C:14]([CH3:17])([CH3:16])[CH3:15])=[O:12], predict the reaction product. The product is: [O:1]=[C:2]1[N:6]([C:11]([O:13][C:14]([CH3:17])([CH3:16])[CH3:15])=[O:12])[C@H:5]([C:7]([O:9][CH3:10])=[O:8])[CH2:4][CH2:3]1. (7) Given the reactants Cl[C:2]1[N:7]=[C:6]([C:8]2[N:12]3[CH:13]=[CH:14][CH:15]=[CH:16][C:11]3=[N:10][C:9]=2[C:17]2[CH:18]=[CH:19][C:20]([O:34][CH3:35])=[C:21]([CH:33]=2)[C:22]([NH:24][C:25]2[C:30]([F:31])=[CH:29][CH:28]=[CH:27][C:26]=2[F:32])=[O:23])[CH:5]=[CH:4][N:3]=1.[CH3:36][O:37][C:38]1[CH:43]=[C:42]([N:44]2[CH2:49][CH2:48][N:47]([CH2:50][CH2:51][CH3:52])[CH2:46][CH2:45]2)[CH:41]=[CH:40][C:39]=1[NH2:53].Cl.O1CCOCC1.C[O-].[Na+], predict the reaction product. The product is: [F:32][C:26]1[CH:27]=[CH:28][CH:29]=[C:30]([F:31])[C:25]=1[NH:24][C:22](=[O:23])[C:21]1[CH:33]=[C:17]([C:9]2[N:10]=[C:11]3[CH:16]=[CH:15][CH:14]=[CH:13][N:12]3[C:8]=2[C:6]2[CH:5]=[CH:4][N:3]=[C:2]([NH:53][C:39]3[CH:40]=[CH:41][C:42]([N:44]4[CH2:49][CH2:48][N:47]([CH2:50][CH2:51][CH3:52])[CH2:46][CH2:45]4)=[CH:43][C:38]=3[O:37][CH3:36])[N:7]=2)[CH:18]=[CH:19][C:20]=1[O:34][CH3:35]. (8) Given the reactants [O:1]1[C:5]2[CH:6]=[CH:7][CH:8]=[CH:9][C:4]=2[N:3]=[C:2]1[S:10][CH2:11][CH2:12][N:13]1[CH2:18][CH2:17][N:16]([CH2:19][C:20]([NH:22][C:23]2[C:24]([O:36][CH2:37][CH2:38][O:39][CH3:40])=[N:25][C:26]([CH3:35])=[CH:27][C:28]=2[O:29][CH2:30][C:31]([F:34])([F:33])[F:32])=[O:21])[CH2:15][CH2:14]1.[ClH:41].N1C=CC=CC=1, predict the reaction product. The product is: [ClH:41].[O:1]1[C:5]2[CH:6]=[CH:7][CH:8]=[CH:9][C:4]=2[N:3]=[C:2]1[S:10][CH2:11][CH2:12][N:13]1[CH2:18][CH2:17][N:16]([CH2:19][C:20]([NH:22][C:23]2[C:24]([O:36][CH2:37][CH2:38][O:39][CH3:40])=[N:25][C:26]([CH3:35])=[CH:27][C:28]=2[O:29][CH2:30][C:31]([F:32])([F:33])[F:34])=[O:21])[CH2:15][CH2:14]1.